From a dataset of Forward reaction prediction with 1.9M reactions from USPTO patents (1976-2016). Predict the product of the given reaction. Given the reactants [Cl:1][C:2]1[CH:10]=[C:9]2[C:5]([C:6]([CH:11]=[O:12])=[CH:7][NH:8]2)=[CH:4][C:3]=1[C:13]1[CH:18]=[CH:17][C:16]([C:19]2([OH:23])[CH2:22][CH2:21][CH2:20]2)=[CH:15][C:14]=1[F:24].Cl([O-])=[O:26].[Na+].O.OP([O-])(O)=O.[Na+].CC(=CC)C, predict the reaction product. The product is: [Cl:1][C:2]1[CH:10]=[C:9]2[C:5]([C:6]([C:11]([OH:26])=[O:12])=[CH:7][NH:8]2)=[CH:4][C:3]=1[C:13]1[CH:18]=[CH:17][C:16]([C:19]2([OH:23])[CH2:22][CH2:21][CH2:20]2)=[CH:15][C:14]=1[F:24].